From a dataset of Reaction yield outcomes from USPTO patents with 853,638 reactions. Predict the reaction yield, written as a fraction of the theoretical maximum amount of product (1.0 means a 100% yield; for example, 0.34 means a 34% yield). (1) The reactants are [F:1][C:2]([F:12])([F:11])[O:3][C:4]1[CH:10]=[CH:9][C:7]([NH2:8])=[CH:6][CH:5]=1.[C:13]([N:20]1[CH2:25][CH2:24][C:23](=O)[CH2:22][CH2:21]1)([O:15][C:16]([CH3:19])([CH3:18])[CH3:17])=[O:14]. No catalyst specified. The product is [C:16]([O:15][C:13]([N:20]1[CH2:25][CH2:24][CH:23]([NH:8][C:7]2[CH:9]=[CH:10][C:4]([O:3][C:2]([F:11])([F:12])[F:1])=[CH:5][CH:6]=2)[CH2:22][CH2:21]1)=[O:14])([CH3:19])([CH3:17])[CH3:18]. The yield is 0.600. (2) The reactants are BrBr.F[C:4]1[CH:9]=[CH:8][C:7]([C:4]2[CH:9]=[CH:8][C:7](OC)=[C:6](OC)[CH:5]=2)=[CH:6][CH:5]=1.[C:20]([OH:23])(=[O:22])[CH3:21]. The catalyst is O. The product is [CH3:4][CH2:5][O:22][C:20]([CH3:21])=[O:23].[CH3:8][CH2:9][CH2:4][CH2:5][CH2:6][CH3:7]. The yield is 0.800. (3) The reactants are [OH-:1].[Na+].[ClH:3].Cl.[NH2:5][C:6]1[C:35]([CH3:36])=[CH:34][C:9]([O:10][C:11]2[CH:12]=[CH:13][C:14]3[N:18]=[C:17]([CH2:19][O:20][C:21]4[CH:22]=[C:23]([CH:29]=[CH:30][CH:31]=4)C(OCC)=O)[N:16]([CH3:32])[C:15]=3[CH:33]=2)=[CH:8][C:7]=1[CH3:37].Cl.[O:39]1[CH2:44]COCC1. No catalyst specified. The product is [ClH:3].[ClH:3].[NH2:5][C:6]1[C:35]([CH3:36])=[CH:34][C:9]([O:10][C:11]2[CH:12]=[CH:13][C:14]3[N:18]=[C:17]([CH2:19][O:20][C:21]4[CH:22]=[CH:23][CH:29]=[CH:30][C:31]=4[C:44]([OH:39])=[O:1])[N:16]([CH3:32])[C:15]=3[CH:33]=2)=[CH:8][C:7]=1[CH3:37]. The yield is 0.660. (4) The reactants are [F:1][C:2]1[CH:3]=[N+:4]([O-])[CH:5]=[CH:6][CH:7]=1.C[Si]([C:13]#[N:14])(C)C.C(N(CC)CC)C. The catalyst is C(#N)C. The product is [C:13]([C:3]1[C:2]([F:1])=[CH:7][CH:6]=[CH:5][N:4]=1)#[N:14]. The yield is 0.700. (5) The reactants are [CH2:1]([O:17][C@H:18]1[C@H:22]([O:23][CH2:24][CH2:25][CH2:26][CH2:27][CH2:28][CH2:29][CH2:30][CH2:31]/[CH:32]=[CH:33]\[CH2:34][CH2:35][CH2:36][CH2:37][CH2:38][CH3:39])[CH2:21][NH:20][CH2:19]1)[CH2:2][CH2:3][CH2:4][CH2:5][CH2:6][CH2:7][CH2:8]/[CH:9]=[CH:10]\[CH2:11][CH2:12][CH2:13][CH2:14][CH2:15][CH3:16].C=O.[C:42](O[BH-](OC(=O)C)OC(=O)C)(=O)C.[Na+]. The catalyst is ClCCCl.CO. The product is [CH2:1]([O:17][C@H:18]1[C@H:22]([O:23][CH2:24][CH2:25][CH2:26][CH2:27][CH2:28][CH2:29][CH2:30][CH2:31]/[CH:32]=[CH:33]\[CH2:34][CH2:35][CH2:36][CH2:37][CH2:38][CH3:39])[CH2:21][N:20]([CH3:42])[CH2:19]1)[CH2:2][CH2:3][CH2:4][CH2:5][CH2:6][CH2:7][CH2:8]/[CH:9]=[CH:10]\[CH2:11][CH2:12][CH2:13][CH2:14][CH2:15][CH3:16]. The yield is 0.974. (6) The reactants are [CH2:1]([C:4]1[N:5]=[C:6]([C:26]23[CH2:33][CH2:32][C:29]([NH:34][S:35]([CH:38]4[CH2:40][CH2:39]4)(=[O:37])=[O:36])([CH2:30][CH2:31]2)[CH2:28][CH2:27]3)[N:7]2[C:12]3[CH:13]=[CH:14][N:15]([S:16]([C:19]4[CH:25]=[CH:24][C:22]([CH3:23])=[CH:21][CH:20]=4)(=[O:18])=[O:17])[C:11]=3[N:10]=[CH:9][C:8]=12)C=C.C[N+]1([O-])CCOCC1.C(Cl)Cl.[O:52]1[CH2:57][CH2:56][O:55]CC1. The catalyst is O.[Os](=O)(=O)(=O)=O. The product is [OH:52][CH:57]([CH2:56][OH:55])[CH2:1][C:4]1[N:5]=[C:6]([C:26]23[CH2:31][CH2:30][C:29]([NH:34][S:35]([CH:38]4[CH2:40][CH2:39]4)(=[O:36])=[O:37])([CH2:28][CH2:27]2)[CH2:32][CH2:33]3)[N:7]2[C:12]3[CH:13]=[CH:14][N:15]([S:16]([C:19]4[CH:20]=[CH:21][C:22]([CH3:23])=[CH:24][CH:25]=4)(=[O:17])=[O:18])[C:11]=3[N:10]=[CH:9][C:8]=12. The yield is 0.0300. (7) The reactants are [F:1][C:2]1[CH:7]=[C:6]([S:8]([CH3:11])(=[O:10])=[O:9])[CH:5]=[CH:4][C:3]=1[OH:12].Cl[C:14]1[N:19]=[CH:18][N:17]=[C:16]2[N:20]([C@H:23]3[CH2:28][CH2:27][C@@H:26]([C:29]4[O:33][N:32]=[C:31]([CH:34]([CH3:36])[CH3:35])[N:30]=4)[CH2:25][CH2:24]3)[N:21]=[CH:22][C:15]=12.C(=O)([O-])[O-].[K+].[K+]. The catalyst is CN(C=O)C. The product is [F:1][C:2]1[CH:7]=[C:6]([S:8]([CH3:11])(=[O:9])=[O:10])[CH:5]=[CH:4][C:3]=1[O:12][C:14]1[N:19]=[CH:18][N:17]=[C:16]2[N:20]([C@H:23]3[CH2:28][CH2:27][C@@H:26]([C:29]4[O:33][N:32]=[C:31]([CH:34]([CH3:36])[CH3:35])[N:30]=4)[CH2:25][CH2:24]3)[N:21]=[CH:22][C:15]=12. The yield is 0.560. (8) The reactants are [C:1]([O:5][C:6](=[O:38])[NH:7][C@@:8]([C:12]1[CH:21]=[CH:20][C:19]2[C:14](=[CH:15][CH:16]=[C:17]([O:26][CH:27]3[CH2:32][CH2:31][CH:30]([CH:33]4[CH2:37][CH2:36][CH2:35][CH2:34]4)[CH2:29][CH2:28]3)[C:18]=2[C:22]([F:25])([F:24])[F:23])[CH:13]=1)([CH3:11])[CH2:9][OH:10])([CH3:4])([CH3:3])[CH3:2].N1C=NN=N1.[O:44]1CCCC1.C(N(CC)[P:52]([O:58][C:59]([CH3:62])([CH3:61])[CH3:60])[O:53][C:54]([CH3:57])([CH3:56])[CH3:55])C. The catalyst is C(Cl)Cl. The product is [C:1]([O:5][C:6](=[O:38])[NH:7][C@@:8]([C:12]1[CH:21]=[CH:20][C:19]2[C:14](=[CH:15][CH:16]=[C:17]([O:26][CH:27]3[CH2:28][CH2:29][CH:30]([CH:33]4[CH2:34][CH2:35][CH2:36][CH2:37]4)[CH2:31][CH2:32]3)[C:18]=2[C:22]([F:24])([F:25])[F:23])[CH:13]=1)([CH3:11])[CH2:9][O:10][P:52]([O:53][C:54]([CH3:55])([CH3:56])[CH3:57])([O:58][C:59]([CH3:60])([CH3:61])[CH3:62])=[O:44])([CH3:2])([CH3:3])[CH3:4]. The yield is 0.770. (9) The reactants are [S:1](=[O:34])(=[O:33])([O:3][CH2:4][C@@H:5]1[C@@H:12]2[C@@H:8]([O:9]C(C)(C)[O:11]2)[C@H:7]([N:15]([C:17]2[CH:22]=[C:21]([NH:23][C@@H:24]3[C:32]4[C:27](=[CH:28][CH:29]=[CH:30][CH:31]=4)[CH2:26][CH2:25]3)[N:20]=[CH:19][N:18]=2)[CH3:16])[CH2:6]1)[NH2:2].Cl. The catalyst is CO. The product is [S:1](=[O:34])(=[O:33])([O:3][CH2:4][C@H:5]1[CH2:6][C@@H:7]([N:15]([C:17]2[CH:22]=[C:21]([NH:23][C@@H:24]3[C:32]4[C:27](=[CH:28][CH:29]=[CH:30][CH:31]=4)[CH2:26][CH2:25]3)[N:20]=[CH:19][N:18]=2)[CH3:16])[C@H:8]([OH:9])[C@@H:12]1[OH:11])[NH2:2]. The yield is 0.710.